From a dataset of Reaction yield outcomes from USPTO patents with 853,638 reactions. Predict the reaction yield, written as a fraction of the theoretical maximum amount of product (1.0 means a 100% yield; for example, 0.34 means a 34% yield). (1) The reactants are Cl.C(OCC)(=O)C.CO.C(OC([NH:17][CH:18]1[CH2:21][N:20]([C:22]2[S:23][C:24]3[C:30]([C:31]([O:33][CH2:34][CH3:35])=[O:32])=[CH:29][CH:28]=[CH:27][C:25]=3[N:26]=2)[CH2:19]1)=O)(C)(C)C.C1COCC1. The catalyst is O1CCOCC1. The product is [NH2:17][CH:18]1[CH2:21][N:20]([C:22]2[S:23][C:24]3[C:30]([C:31]([O:33][CH2:34][CH3:35])=[O:32])=[CH:29][CH:28]=[CH:27][C:25]=3[N:26]=2)[CH2:19]1. The yield is 0.950. (2) The reactants are [NH2:1][C:2]1[CH:3]=[C:4]([CH:7]=[CH:8][C:9]=1[S:10][CH2:11][C:12]1[CH:17]=[CH:16][CH:15]=[CH:14][CH:13]=1)[C:5]#[N:6].[O:18]1[C:22]2[CH:23]=[CH:24][CH:25]=[CH:26][C:21]=2[CH:20]=[C:19]1[S:27](Cl)(=[O:29])=[O:28]. The catalyst is N1C=CC=CC=1. The product is [CH2:11]([S:10][C:9]1[CH:8]=[CH:7][C:4]([C:5]#[N:6])=[CH:3][C:2]=1[NH:1][S:27]([C:19]1[O:18][C:22]2[CH:23]=[CH:24][CH:25]=[CH:26][C:21]=2[CH:20]=1)(=[O:28])=[O:29])[C:12]1[CH:17]=[CH:16][CH:15]=[CH:14][CH:13]=1. The yield is 0.650.